This data is from Peptide-MHC class I binding affinity with 185,985 pairs from IEDB/IMGT. The task is: Regression. Given a peptide amino acid sequence and an MHC pseudo amino acid sequence, predict their binding affinity value. This is MHC class I binding data. (1) The peptide sequence is VTTLGLPFY. The MHC is HLA-A26:01 with pseudo-sequence HLA-A26:01. The binding affinity (normalized) is 0.125. (2) The peptide sequence is SQEDNHFSL. The MHC is HLA-B40:01 with pseudo-sequence HLA-B40:01. The binding affinity (normalized) is 0.542. (3) The MHC is HLA-A02:02 with pseudo-sequence HLA-A02:02. The peptide sequence is YTMADLVYA. The binding affinity (normalized) is 1.00. (4) The peptide sequence is TQIGCTLNF. The MHC is HLA-B27:05 with pseudo-sequence HLA-B27:05. The binding affinity (normalized) is 0.0358.